This data is from Full USPTO retrosynthesis dataset with 1.9M reactions from patents (1976-2016). The task is: Predict the reactants needed to synthesize the given product. (1) Given the product [CH3:33][O:34][C:35]1[N:36]=[C:37]2[C:42](=[CH:43][CH:44]=1)[N:41]=[CH:40][CH:39]=[C:38]2[N:45]1[CH:53]=[C:52]2[C:47]([CH2:48][CH2:49][CH:50]([NH:54][CH2:55][CH2:56][CH2:57][C:58]3[CH:63]=[CH:62][C:61]([CH3:64])=[CH:60][CH:59]=3)[CH2:51]2)=[N:46]1, predict the reactants needed to synthesize it. The reactants are: COC1N=C2C(=CC=1)N=CC=C2N1C=C2C(CCC(NCCCC3C=CC=CC=3C)C2)=N1.[CH3:33][O:34][C:35]1[N:36]=[C:37]2[C:42](=[CH:43][CH:44]=1)[N:41]=[CH:40][CH:39]=[C:38]2[N:45]1[CH:53]=[C:52]2[C:47]([CH2:48][CH2:49][CH:50]([NH:54][C:55](=O)[CH2:56][CH2:57][C:58]3[CH:63]=[CH:62][C:61]([CH3:64])=[CH:60][CH:59]=3)[CH2:51]2)=[N:46]1.CC(C[AlH]CC(C)C)C.C(C(C(C([O-])=O)O)O)([O-])=O.[Na+].[K+]. (2) Given the product [CH2:16]([N:8]([CH2:1][C:2]1[CH:3]=[CH:4][CH:5]=[CH:6][CH:7]=1)[C@H:9]1[CH2:14][CH2:13][C@H:12]([O:15][CH2:26][CH2:27][O:28][CH:29]2[CH2:34][CH2:33][CH2:32][CH2:31][O:30]2)[CH2:11][CH2:10]1)[C:17]1[CH:22]=[CH:21][CH:20]=[CH:19][CH:18]=1, predict the reactants needed to synthesize it. The reactants are: [CH2:1]([N:8]([CH2:16][C:17]1[CH:22]=[CH:21][CH:20]=[CH:19][CH:18]=1)[C@H:9]1[CH2:14][CH2:13][C@H:12]([OH:15])[CH2:11][CH2:10]1)[C:2]1[CH:7]=[CH:6][CH:5]=[CH:4][CH:3]=1.[H-].[Na+].Br[CH2:26][CH2:27][O:28][CH:29]1[CH2:34][CH2:33][CH2:32][CH2:31][O:30]1. (3) Given the product [CH:29]([N:25]1[C:24]([C:18]2[S:19][C:20]3[CH2:21][CH2:22][O:23][C:14]4[CH:13]=[C:12]([CH:10]5[CH2:11][N:8]([C:41]([CH3:42])([CH3:45])[C:34]#[N:35])[CH2:9]5)[CH:33]=[CH:32][C:15]=4[C:16]=3[N:17]=2)=[N:28][CH:27]=[N:26]1)([CH3:31])[CH3:30], predict the reactants needed to synthesize it. The reactants are: OC(C(F)(F)F)=O.[NH:8]1[CH2:11][CH:10]([C:12]2[CH:33]=[CH:32][C:15]3[C:16]4[N:17]=[C:18]([C:24]5[N:25]([CH:29]([CH3:31])[CH3:30])[N:26]=[CH:27][N:28]=5)[S:19][C:20]=4[CH2:21][CH2:22][O:23][C:14]=3[CH:13]=2)[CH2:9]1.[C-:34]#[N:35].[Na+].CC(C)=O.[CH2:41]1[CH2:45]OC[CH2:42]1. (4) Given the product [ClH:1].[Cl:1][C:2]1[CH:24]=[CH:23][C:5]([CH2:6][C:7]2[C:8]3[CH:21]=[CH:20][CH:19]=[CH:18][C:9]=3[S:10][CH2:11][CH2:12][C:13]=2[CH2:14][N:15]([CH3:17])[CH3:16])=[CH:4][CH:3]=1, predict the reactants needed to synthesize it. The reactants are: [Cl:1][C:2]1[CH:24]=[CH:23][C:5]([CH2:6][C:7]2(O)[CH:13]([CH2:14][N:15]([CH3:17])[CH3:16])[CH2:12][CH2:11][S:10][C:9]3[CH:18]=[CH:19][CH:20]=[CH:21][C:8]2=3)=[CH:4][CH:3]=1.CS(O)(=O)=O.N[C@H](C(O)=O)CCSC. (5) Given the product [CH2:13]([O:10][C:9]1[CH:8]=[CH:7][C:4]([CH:5]=[O:6])=[CH:3][C:2]=1[Br:1])[C:14]1[CH:19]=[CH:18][CH:17]=[CH:16][CH:15]=1, predict the reactants needed to synthesize it. The reactants are: [Br:1][C:2]1[CH:3]=[C:4]([CH:7]=[CH:8][C:9]=1[OH:10])[CH:5]=[O:6].[H-].[Na+].[CH2:13](Cl)[C:14]1[CH:19]=[CH:18][CH:17]=[CH:16][CH:15]=1.Cl.